From a dataset of CYP3A4 inhibition data for predicting drug metabolism from PubChem BioAssay. Regression/Classification. Given a drug SMILES string, predict its absorption, distribution, metabolism, or excretion properties. Task type varies by dataset: regression for continuous measurements (e.g., permeability, clearance, half-life) or binary classification for categorical outcomes (e.g., BBB penetration, CYP inhibition). Dataset: cyp3a4_veith. (1) The drug is CC(C)=NOCc1ccc(-c2cn([C@@H]3COC[C@@H]3O)nn2)cc1. The result is 0 (non-inhibitor). (2) The molecule is Cn1cc([N+](=O)[O-])c(C(=O)Nc2cc(Oc3cccnc3)cc([N+](=O)[O-])c2)n1. The result is 1 (inhibitor). (3) The compound is CCCCOc1ccc(CC(=O)NO)cc1. The result is 0 (non-inhibitor). (4) The compound is COc1ccc2[nH]cc(CCNc3cc(-c4ccccc4Cl)ncn3)c2c1. The result is 1 (inhibitor).